This data is from Forward reaction prediction with 1.9M reactions from USPTO patents (1976-2016). The task is: Predict the product of the given reaction. (1) Given the reactants [OH:1][C:2]1[C:7]([CH2:8][CH2:9][CH3:10])=[C:6]([SH:11])[CH:5]=[CH:4][C:3]=1[C:12](=[O:14])[CH3:13].I[CH2:16][C:17]1[CH:22]=[CH:21][C:20]([C@H:23]([O:32][CH:33]2[CH2:38][CH2:37][CH2:36][CH2:35][O:34]2)[C:24]2[CH:25]=[C:26]([CH:29]=[CH:30][CH:31]=2)[C:27]#[N:28])=[CH:19][CH:18]=1.C(=O)([O-])[O-].[Cs+].[Cs+].O, predict the reaction product. The product is: [C:12]([C:3]1[CH:4]=[CH:5][C:6]([S:11][CH2:16][C:17]2[CH:18]=[CH:19][C:20]([C@H:23]([O:32][CH:33]3[CH2:38][CH2:37][CH2:36][CH2:35][O:34]3)[C:24]3[CH:25]=[C:26]([CH:29]=[CH:30][CH:31]=3)[C:27]#[N:28])=[CH:21][CH:22]=2)=[C:7]([CH2:8][CH2:9][CH3:10])[C:2]=1[OH:1])(=[O:14])[CH3:13]. (2) Given the reactants [Br:1][C:2]1[CH:7]=[CH:6][C:5]([O:8][CH3:9])=[C:4]([N+:10]([O-:12])=[O:11])[C:3]=1[CH3:13].CO[C:16](OC)([N:18]([CH3:20])[CH3:19])[CH3:17].N1CCC[CH2:24]1, predict the reaction product. The product is: [Br:1][C:2]1[C:3](/[CH:13]=[CH:19]/[N:18]2[CH2:20][CH2:24][CH2:17][CH2:16]2)=[C:4]([N+:10]([O-:12])=[O:11])[C:5]([O:8][CH3:9])=[CH:6][CH:7]=1. (3) Given the reactants [Br:1][C:2]1[CH:7]=[CH:6][C:5]([CH:8]([C:16]2[CH:21]=[CH:20][CH:19]=[CH:18][C:17]=2[CH3:22])[CH2:9][C:10](N(OC)C)=[O:11])=[CH:4][CH:3]=1.[F:23][C:24]1[CH:29]=[C:28](I)[CH:27]=[C:26]([CH3:31])[N:25]=1, predict the reaction product. The product is: [Br:1][C:2]1[CH:3]=[CH:4][C:5]([CH:8]([C:16]2[CH:21]=[CH:20][CH:19]=[CH:18][C:17]=2[CH3:22])[CH2:9][C:10]([C:28]2[CH:27]=[C:26]([CH3:31])[N:25]=[C:24]([F:23])[CH:29]=2)=[O:11])=[CH:6][CH:7]=1. (4) The product is: [CH:1]([C:3]1[CH:8]=[CH:7][N:6]=[C:5]([C:9]#[N:10])[C:4]=1[OH:11])=[O:2]. Given the reactants [CH:1]([C:3]1[CH:8]=[CH:7][N:6]=[C:5]([C:9]#[N:10])[C:4]=1[O:11]COC)=[O:2].Cl.C([O-])([O-])=O.[K+].[K+], predict the reaction product.